This data is from Catalyst prediction with 721,799 reactions and 888 catalyst types from USPTO. The task is: Predict which catalyst facilitates the given reaction. Reactant: [CH3:1][S:2]([OH:5])(=[O:4])=[O:3].[Cl:6][C:7]1[CH:8]=[CH:9][C:10]2[CH2:16][CH2:15][NH:14][CH2:13][C@H:12]([CH3:17])[C:11]=2[CH:18]=1.C(OC(C)C)(=O)C. Product: [S:2]([OH:5])(=[O:4])(=[O:3])[CH3:1].[Cl:6][C:7]1[CH:8]=[CH:9][C:10]2[CH2:16][CH2:15][NH:14][CH2:13][C@H:12]([CH3:17])[C:11]=2[CH:18]=1. The catalyst class is: 10.